Dataset: Forward reaction prediction with 1.9M reactions from USPTO patents (1976-2016). Task: Predict the product of the given reaction. (1) The product is: [CH2:1]([C:3]1[CH:8]=[C:7]([C:9]2[CH:10]=[N:11][N:12]([CH3:14])[CH:13]=2)[N:6]=[CH:5][C:4]=1[NH:15][C:17]1[N:22]=[CH:21][C:20]2[N:23]=[CH:24][N:25]([CH3:26])[C:19]=2[CH:18]=1)[CH3:2]. Given the reactants [CH2:1]([C:3]1[CH:8]=[C:7]([C:9]2[CH:10]=[N:11][N:12]([CH3:14])[CH:13]=2)[N:6]=[CH:5][C:4]=1[NH2:15])[CH3:2].Cl[C:17]1[N:22]=[CH:21][C:20]2[N:23]=[CH:24][N:25]([CH3:26])[C:19]=2[CH:18]=1.C1(P(C2CCCCC2)C2C=CC=CC=2C2C(C(C)C)=CC(C(C)C)=CC=2C(C)C)CCCCC1.CC(C)([O-])C.[Na+], predict the reaction product. (2) The product is: [Cl:22][C:23]1[CH:24]=[C:25]2[C:29](=[CH:30][CH:31]=1)[CH2:28][N:27]([C:2]1[N:3]=[C:4]([NH:11][C:12]3[CH:13]=[C:14]4[C:18](=[CH:19][CH:20]=3)[NH:17][N:16]=[CH:15]4)[C:5]3[CH2:10][O:9][CH2:8][C:6]=3[N:7]=1)[CH2:26]2. Given the reactants Cl[C:2]1[N:3]=[C:4]([NH:11][C:12]2[CH:13]=[C:14]3[C:18](=[CH:19][CH:20]=2)[NH:17][N:16]=[CH:15]3)[C:5]2[CH2:10][O:9][CH2:8][C:6]=2[N:7]=1.Cl.[Cl:22][C:23]1[CH:24]=[C:25]2[C:29](=[CH:30][CH:31]=1)[CH2:28][NH:27][CH2:26]2, predict the reaction product. (3) Given the reactants [C:1]([O:5][C:6]([NH:8][CH2:9][C:10]([OH:12])=O)=[O:7])([CH3:4])([CH3:3])[CH3:2].C1(N=C=NC2CCCCC2)CCCCC1.O.ON1C2C=CC=CC=2N=N1.Cl.[F:40][C:41]1[C:46]([F:47])=[CH:45][CH:44]=[CH:43][C:42]=1[CH2:48][S:49][C:50]1[N:55]=[C:54]([NH:56][S:57]([N:60]2[CH2:65][CH2:64][NH:63][CH2:62][CH2:61]2)(=[O:59])=[O:58])[CH:53]=[C:52]([O:66][CH3:67])[N:51]=1.CN1CCOCC1, predict the reaction product. The product is: [F:40][C:41]1[C:46]([F:47])=[CH:45][CH:44]=[CH:43][C:42]=1[CH2:48][S:49][C:50]1[N:55]=[C:54]([NH:56][S:57]([N:60]2[CH2:61][CH2:62][N:63]([C:10](=[O:12])[CH2:9][NH:8][C:6](=[O:7])[O:5][C:1]([CH3:2])([CH3:3])[CH3:4])[CH2:64][CH2:65]2)(=[O:58])=[O:59])[CH:53]=[C:52]([O:66][CH3:67])[N:51]=1. (4) Given the reactants [O:1]=[C:2]1[N:7]([C:8]2[CH:13]=[CH:12][CH:11]=[C:10]([C:14]([F:17])([F:16])[F:15])[CH:9]=2)[C:6]2[CH2:18][CH2:19][C:20](=[O:21])[C:5]=2[CH:4]([C:22]2[CH:29]=[CH:28][C:25]([C:26]#[N:27])=[CH:24][CH:23]=2)[NH:3]1.C([N-]C(C)C)(C)C.[Li+].Br[CH2:39][C:40]([O:42][CH3:43])=[O:41].O, predict the reaction product. The product is: [C:26]([C:25]1[CH:24]=[CH:23][C:22]([CH:4]2[N:3]([CH2:39][C:40]([O:42][CH3:43])=[O:41])[C:2](=[O:1])[N:7]([C:8]3[CH:13]=[CH:12][CH:11]=[C:10]([C:14]([F:15])([F:16])[F:17])[CH:9]=3)[C:6]3[CH2:18][CH2:19][C:20](=[O:21])[C:5]2=3)=[CH:29][CH:28]=1)#[N:27]. (5) The product is: [C:18]([CH2:17][CH2:16][NH:15][C:13]([C:3]1[C:2]([NH:1][C:25]([CH:20]2[CH2:24][CH2:23][CH2:22][CH2:21]2)=[O:26])=[CH:6][N:5]([CH:7]2[CH2:12][CH2:11][CH2:10][CH2:9][O:8]2)[N:4]=1)=[O:14])#[N:19]. Given the reactants [NH2:1][C:2]1[C:3]([C:13]([NH:15][CH2:16][CH2:17][C:18]#[N:19])=[O:14])=[N:4][N:5]([CH:7]2[CH2:12][CH2:11][CH2:10][CH2:9][O:8]2)[CH:6]=1.[CH:20]1([C:25](O)=[O:26])[CH2:24][CH2:23][CH2:22][CH2:21]1.CCN=C=NCCCN(C)C.C1C=CC2N(O)N=NC=2C=1, predict the reaction product. (6) Given the reactants [NH:1]1[CH2:6][CH2:5][C:4](=[CH:7][C:8]2[S:9][C:10]3[CH:16]=[CH:15][CH:14]=[CH:13][C:11]=3[N:12]=2)[CH2:3][CH2:2]1.Cl[C:18]1[C:23]([N+:24]([O-:26])=[O:25])=[CH:22][CH:21]=[C:20]([CH3:27])[N:19]=1.O, predict the reaction product. The product is: [NH:1]1[CH2:6][CH2:5][C:4](=[CH:7][C:8]2[S:9][C:10]3[CH:16]=[CH:15][CH:14]=[CH:13][C:11]=3[N:12]=2)[CH2:3][CH2:2]1.[S:9]1[C:10]2[CH:16]=[CH:15][CH:14]=[CH:13][C:11]=2[N:12]=[C:8]1[CH2:7][C:4]1[CH2:5][CH2:6][N:1]([C:18]2[C:23]([N+:24]([O-:26])=[O:25])=[CH:22][CH:21]=[C:20]([CH3:27])[N:19]=2)[CH2:2][CH:3]=1.